The task is: Predict the product of the given reaction.. This data is from Forward reaction prediction with 1.9M reactions from USPTO patents (1976-2016). (1) Given the reactants [ClH:1].Cl.[N+:3]([C:6]1[CH:18]=[CH:17][C:9]([CH2:10][N:11]2[CH2:16][CH2:15][NH:14][CH2:13][CH2:12]2)=[CH:8][CH:7]=1)([O-:5])=[O:4].Br[CH:20]([CH3:36])[C:21]([C:23]1[CH:32]=[CH:31][C:30]2[C:25](=[CH:26][CH:27]=[C:28]([O:34][CH3:35])[C:29]=2[Cl:33])[CH:24]=1)=[O:22].C([O-])([O-])=O.[K+].[K+], predict the reaction product. The product is: [ClH:33].[ClH:1].[N+:3]([C:6]1[CH:18]=[CH:17][C:9]([CH2:10][N:11]2[CH2:16][CH2:15][N:14]([CH:20]([C:21]([C:23]3[CH:32]=[CH:31][C:30]4[C:25](=[CH:26][CH:27]=[C:28]([O:34][CH3:35])[C:29]=4[Cl:33])[CH:24]=3)=[O:22])[CH3:36])[CH2:13][CH2:12]2)=[CH:8][CH:7]=1)([O-:5])=[O:4]. (2) Given the reactants C(O[BH-](OC(=O)C)OC(=O)C)(=O)C.[Na+].[NH2:15][CH2:16][C@H:17]([OH:30])[CH2:18][O:19][C:20]1[C:28]2[NH:27][C:26](=[O:29])[NH:25][C:24]=2[CH:23]=[CH:22][CH:21]=1.[CH2:31]([N:38]([C:55]1[CH:60]=[CH:59][C:58]([O:61][CH3:62])=[C:57]([O:63][CH3:64])[CH:56]=1)[S:39]([C:42]1[CH:47]=[CH:46][C:45]([N:48]2[CH2:53][CH2:52][C:51](=O)[CH2:50][CH2:49]2)=[CH:44][CH:43]=1)(=[O:41])=[O:40])[C:32]1[CH:37]=[CH:36][CH:35]=[CH:34][CH:33]=1.C(O)(=O)C, predict the reaction product. The product is: [CH2:31]([N:38]([C:55]1[CH:60]=[CH:59][C:58]([O:61][CH3:62])=[C:57]([O:63][CH3:64])[CH:56]=1)[S:39]([C:42]1[CH:43]=[CH:44][C:45]([N:48]2[CH2:49][CH2:50][CH:51]([NH:15][CH2:16][CH:17]([OH:30])[CH2:18][O:19][C:20]3[C:28]4[NH:27][C:26](=[O:29])[NH:25][C:24]=4[CH:23]=[CH:22][CH:21]=3)[CH2:52][CH2:53]2)=[CH:46][CH:47]=1)(=[O:41])=[O:40])[C:32]1[CH:37]=[CH:36][CH:35]=[CH:34][CH:33]=1. (3) Given the reactants C(O)C(N)(CO)CO.Cl.[Na+].[Cl-].C([N:23]([CH2:28][C:29]([OH:31])=[O:30])CC(O)=O)C[N:23](CC(O)=O)[CH2:28][C:29]([OH:31])=[O:30].[F-].[Na+].C1C(CCN)=CC=C(S(F)(=O)=O)C=1.CC(C[C@H](NC([C@@H](O)[C@H](N)CC1C=CC=CC=1)=O)C(O)=O)C.CC(C[C@H](NC(C)=O)C(N[C@H](C(N[C@H](C(O)=O)CCCN=C(N)N)=O)CC(C)C)=O)C.C[C@H](NC([CH2:119][C@H:120]([OH:147])[C@@H:121](NC([C@@H](NC([C@@H](NC(CC(C)C)=O)C(C)C)=O)C(C)C)=O)[CH2:122][CH:123]([CH3:125])[CH3:124])=O)C(N[C@H:121]([C@@H:120]([OH:147])[CH2:119]C(O)=O)[CH2:122][CH:123]([CH3:125])[CH3:124])=O, predict the reaction product. The product is: [NH2:23][C@H:28]([C:29]([OH:31])=[O:30])[CH2:125][C:123]1[CH:124]=[CH:119][C:120]([OH:147])=[CH:121][CH:122]=1. (4) Given the reactants [Br:1][C:2]1[CH:7]=[CH:6][CH:5]=[CH:4][C:3]=1[CH2:8][CH2:9][C:10]([OH:12])=O.[CH:13]([NH:16][NH:17][C:18](=[O:25])[C:19]1[CH:24]=[CH:23][CH:22]=[CH:21][CH:20]=1)([CH3:15])[CH3:14].C(N(CC)CC)C.C1C=CC2N(O)N=NC=2C=1.CCN=C=NCCCN(C)C, predict the reaction product. The product is: [Br:1][C:2]1[CH:7]=[CH:6][CH:5]=[CH:4][C:3]=1[CH2:8][CH2:9][C:10]([N:16]([CH:13]([CH3:15])[CH3:14])[NH:17][C:18](=[O:25])[C:19]1[CH:24]=[CH:23][CH:22]=[CH:21][CH:20]=1)=[O:12]. (5) Given the reactants [H-].[H-].[H-].[H-].[Li+].[Al+3].[CH:7]1([N:11]2[CH2:17][CH2:16][CH2:15][N:14]([C:18]([N:20]3[CH2:23][CH:22]([O:24][C:25]4[CH:26]=[CH:27][C:28]([C:31]([CH3:37])([CH3:36])[C:32](OC)=[O:33])=[N:29][CH:30]=4)[CH2:21]3)=[O:19])[CH2:13][CH2:12]2)[CH2:10][CH2:9][CH2:8]1, predict the reaction product. The product is: [CH:7]1([N:11]2[CH2:17][CH2:16][CH2:15][N:14]([C:18]([N:20]3[CH2:21][CH:22]([O:24][C:25]4[CH:26]=[CH:27][C:28]([C:31]([CH3:37])([CH3:36])[CH2:32][OH:33])=[N:29][CH:30]=4)[CH2:23]3)=[O:19])[CH2:13][CH2:12]2)[CH2:10][CH2:9][CH2:8]1.